Predict the reactants needed to synthesize the given product. From a dataset of Full USPTO retrosynthesis dataset with 1.9M reactions from patents (1976-2016). (1) Given the product [CH2:46]([O:38][C:35]1[CH:36]=[CH:37][C:32]([CH:2]([OH:1])[CH:3]([NH:18][C:19]([C:21]2[CH:22]=[CH:23][CH:24]=[C:25]3[CH2:31][CH2:30][CH2:29][CH:28]=[CH:27][C:26]=23)=[O:20])[CH2:4][C:5]2[CH:10]=[CH:9][CH:8]=[C:7]([O:11][C:12]([F:16])([F:17])[CH:13]([F:15])[F:14])[CH:6]=2)=[CH:33][CH:34]=1)[CH2:47][CH2:48][CH3:49], predict the reactants needed to synthesize it. The reactants are: [OH:1][CH:2]([C:32]1[CH:37]=[CH:36][C:35]([OH:38])=[CH:34][CH:33]=1)[CH:3]([NH:18][C:19]([C:21]1[CH:22]=[CH:23][CH:24]=[C:25]2[CH2:31][CH2:30][CH2:29][CH:28]=[CH:27][C:26]=12)=[O:20])[CH2:4][C:5]1[CH:10]=[CH:9][CH:8]=[C:7]([O:11][C:12]([F:17])([F:16])[CH:13]([F:15])[F:14])[CH:6]=1.C(=O)([O-])[O-].[K+].[K+].I[CH2:46][CH2:47][CH2:48][CH3:49]. (2) The reactants are: [O:1]=[C:2]1[NH:6][CH2:5][CH2:4][N:3]1[C:7]1[S:8][C:9]([C:12]([O:14][CH3:15])=[O:13])=[CH:10][N:11]=1.[H-].[Na+].Br[CH2:19][CH:20]1[CH2:22][CH2:21]1. Given the product [CH:20]1([CH2:19][N:6]2[CH2:5][CH2:4][N:3]([C:7]3[S:8][C:9]([C:12]([O:14][CH3:15])=[O:13])=[CH:10][N:11]=3)[C:2]2=[O:1])[CH2:22][CH2:21]1, predict the reactants needed to synthesize it. (3) The reactants are: [C:1]([O:5][C:6](=[O:19])[NH:7][C:8]1[CH:13]=[C:12]([N:14]([CH3:16])[CH3:15])[C:11]([CH3:17])=[CH:10][C:9]=1[NH2:18])([CH3:4])([CH3:3])[CH3:2].C([O:24][C:25](=O)[CH2:26][C:27]([C:29]1[CH:34]=[CH:33][CH:32]=[C:31]([C:35]2[O:39][N:38]=[C:37]([CH3:40])[CH:36]=2)[CH:30]=1)=[O:28])(C)(C)C. Given the product [C:1]([O:5][C:6](=[O:19])[NH:7][C:8]1[CH:13]=[C:12]([N:14]([CH3:15])[CH3:16])[C:11]([CH3:17])=[CH:10][C:9]=1[NH:18][C:25](=[O:24])[CH2:26][C:27]([C:29]1[CH:34]=[CH:33][CH:32]=[C:31]([C:35]2[O:39][N:38]=[C:37]([CH3:40])[CH:36]=2)[CH:30]=1)=[O:28])([CH3:4])([CH3:2])[CH3:3], predict the reactants needed to synthesize it.